This data is from Full USPTO retrosynthesis dataset with 1.9M reactions from patents (1976-2016). The task is: Predict the reactants needed to synthesize the given product. (1) Given the product [CH3:1][O:2][C:3](=[O:22])[CH:4]([NH:12][C:13]([C:15]1[CH:16]=[N:17][C:18]([C:34]2[CH:35]=[CH:36][C:31]([O:30][CH2:23][C:24]3[CH:29]=[CH:28][CH:27]=[CH:26][CH:25]=3)=[CH:32][CH:33]=2)=[CH:19][CH:20]=1)=[O:14])[CH2:5][C:6]1[CH:11]=[CH:10][CH:9]=[CH:8][CH:7]=1, predict the reactants needed to synthesize it. The reactants are: [CH3:1][O:2][C:3](=[O:22])[CH:4]([NH:12][C:13]([C:15]1[CH:16]=[N:17][C:18](Cl)=[CH:19][CH:20]=1)=[O:14])[CH2:5][C:6]1[CH:11]=[CH:10][CH:9]=[CH:8][CH:7]=1.[CH2:23]([O:30][C:31]1[CH:36]=[CH:35][C:34](B(O)O)=[CH:33][CH:32]=1)[C:24]1[CH:29]=[CH:28][CH:27]=[CH:26][CH:25]=1.C(=O)([O-])[O-].[Na+].[Na+]. (2) The reactants are: Cl[C:2]1[N:11]=[CH:10][C:9]([Cl:12])=[CH:8][C:3]=1[C:4]([O:6][CH3:7])=[O:5].[F:13][C:14]1[CH:15]=[C:16](B(O)O)[CH:17]=[CH:18][CH:19]=1.C(=O)([O-])[O-].[K+].[K+]. Given the product [Cl:12][C:9]1[CH:10]=[N:11][C:2]([C:18]2[CH:17]=[CH:16][CH:15]=[C:14]([F:13])[CH:19]=2)=[C:3]([CH:8]=1)[C:4]([O:6][CH3:7])=[O:5], predict the reactants needed to synthesize it. (3) Given the product [NH:1]([C:30]([O:32][CH2:33][C:34]1[CH:39]=[CH:38][CH:37]=[CH:36][CH:35]=1)=[O:31])[C@H:2]([C:6]([N:8]1[CH2:29][CH2:28][CH2:27][C@H:9]1[C:10]([NH:12][C@H:13]([C:17]([N:19]1[CH2:26][CH2:25][CH2:24][C@H:20]1[C:21]([CH2:40][Cl:50])=[O:22])=[O:18])[CH:14]([CH3:15])[CH3:16])=[O:11])=[O:7])[CH:3]([CH3:5])[CH3:4], predict the reactants needed to synthesize it. The reactants are: [NH:1]([C:30]([O:32][CH2:33][C:34]1[CH:39]=[CH:38][CH:37]=[CH:36][CH:35]=1)=[O:31])[C@H:2]([C:6]([N:8]1[CH2:29][CH2:28][CH2:27][C@H:9]1[C:10]([NH:12][C@H:13]([C:17]([N:19]1[CH2:26][CH2:25][CH2:24][C@H:20]1[C:21](O)=[O:22])=[O:18])[CH:14]([CH3:16])[CH3:15])=[O:11])=[O:7])[CH:3]([CH3:5])[CH3:4].[CH3:40]N1CCOCC1.[N+](=C)=[N-].[ClH:50]. (4) The reactants are: [CH3:1][O:2][C:3](=[O:14])[CH:4]=[CH:5][C:6]1[CH:11]=[CH:10][C:9]([CH3:12])=[CH:8][C:7]=1[CH3:13]. Given the product [CH3:1][O:2][C:3](=[O:14])[CH2:4][CH2:5][C:6]1[CH:11]=[CH:10][C:9]([CH3:12])=[CH:8][C:7]=1[CH3:13], predict the reactants needed to synthesize it. (5) Given the product [C:36]([O:41][Si:5]([C:1]([CH3:4])([CH3:3])[CH3:2])([CH:10]([CH3:12])[CH3:11])[CH:7]([CH3:9])[CH3:8])(=[O:40])[C:37]([CH3:39])=[CH2:38], predict the reactants needed to synthesize it. The reactants are: [C:1]([Si:5]([CH:10]([CH3:12])[CH3:11])([CH:7]([CH3:9])[CH3:8])Cl)([CH3:4])([CH3:3])[CH3:2].C(C1C=C(C)C=C(C(C)(C)C)C=1O)(C)(C)C.C(N(CC)CC)C.[C:36]([OH:41])(=[O:40])[C:37]([CH3:39])=[CH2:38]. (6) Given the product [NH2:1][CH:4]([C:7]1[CH:12]=[CH:11][CH:10]=[C:9]([Br:13])[CH:8]=1)[CH2:5][OH:6], predict the reactants needed to synthesize it. The reactants are: [N:1]([CH:4]([C:7]1[CH:12]=[CH:11][CH:10]=[C:9]([Br:13])[CH:8]=1)[CH2:5][OH:6])=[N+]=[N-].C1(P(C2C=CC=CC=2)C2C=CC=CC=2)C=CC=CC=1.